Dataset: Forward reaction prediction with 1.9M reactions from USPTO patents (1976-2016). Task: Predict the product of the given reaction. Given the reactants [CH2:1]([O:3][C:4](=[O:25])[C:5]([N:22]=[N+]=[N-])=[CH:6][C:7]1[O:8][C:9]([C:12]2[CH:17]=[CH:16][CH:15]=[C:14]([C:18]([F:21])([F:20])[F:19])[CH:13]=2)=[CH:10][CH:11]=1)[CH3:2], predict the reaction product. The product is: [CH2:1]([O:3][C:4]([C:5]1[NH:22][C:11]2[CH:10]=[C:9]([C:12]3[CH:17]=[CH:16][CH:15]=[C:14]([C:18]([F:21])([F:20])[F:19])[CH:13]=3)[O:8][C:7]=2[CH:6]=1)=[O:25])[CH3:2].